From a dataset of Full USPTO retrosynthesis dataset with 1.9M reactions from patents (1976-2016). Predict the reactants needed to synthesize the given product. (1) Given the product [CH2:15]([C@H:10]1[CH2:9][NH:8][CH2:12][C@@H:11]1[CH2:13][N:28]([CH2:41][C:40]1[CH:33]=[CH:34][C:35]([C:36]#[N:37])=[CH:38][CH:39]=1)[CH2:27][C:26]1[CH:29]=[CH:30][C:23]([Cl:22])=[CH:24][CH:25]=1)[C:16]1[CH:17]=[CH:18][CH:19]=[CH:20][CH:21]=1, predict the reactants needed to synthesize it. The reactants are: C(OC([N:8]1[CH2:12][C@H:11]([CH:13]=O)[C@@H:10]([CH2:15][C:16]2[CH:21]=[CH:20][CH:19]=[CH:18][CH:17]=2)[CH2:9]1)=O)(C)(C)C.[Cl:22][C:23]1[CH:30]=[CH:29][C:26]([CH2:27][NH2:28])=[CH:25][CH:24]=1.BrC[C:33]1[CH:34]=[C:35]([CH:38]=[CH:39][CH:40]=1)[C:36]#[N:37].[CH3:41]C#N. (2) Given the product [CH3:24][O:23][C:13]1[C:11]2[N:12]=[C:8]([NH:7][C:5](=[O:6])[C:4]3[CH:25]=[CH:26][N:27]=[C:2]([N:39]4[CH2:40][CH2:41][CH:36]([O:35][CH3:34])[CH2:37][CH2:38]4)[CH:3]=3)[S:9][C:10]=2[C:16]([N:17]2[CH2:22][CH2:21][O:20][CH2:19][CH2:18]2)=[CH:15][CH:14]=1, predict the reactants needed to synthesize it. The reactants are: Br[C:2]1[CH:3]=[C:4]([CH:25]=[CH:26][N:27]=1)[C:5]([NH:7][C:8]1[S:9][C:10]2[C:16]([N:17]3[CH2:22][CH2:21][O:20][CH2:19][CH2:18]3)=[CH:15][CH:14]=[C:13]([O:23][CH3:24])[C:11]=2[N:12]=1)=[O:6].C(=O)([O-])[O-].[Cs+].[Cs+].[CH3:34][O:35][CH:36]1[CH2:41][CH2:40][NH:39][CH2:38][CH2:37]1. (3) Given the product [CH2:9]=[C:10]1[CH2:2][C:3]2([CH2:4][CH2:5][O:6][CH2:7][CH2:8]2)[O:1][C:11]1=[O:12], predict the reactants needed to synthesize it. The reactants are: [O:1]1[C:3]2([CH2:8][CH2:7][O:6][CH2:5][CH2:4]2)[CH2:2]1.[C:9](OCC)(=O)[CH2:10][C:11](OCC)=[O:12].O1C2(CCOCC2)CCC1=O.